This data is from Catalyst prediction with 721,799 reactions and 888 catalyst types from USPTO. The task is: Predict which catalyst facilitates the given reaction. (1) Reactant: [F:1][C:2]1[C:3]([N:10]2[CH:15]3[CH2:16][CH2:17][CH:11]2[CH2:12][CH:13]([C:18]([F:21])([F:20])[F:19])[CH2:14]3)=[CH:4][C:5]([C:8]#[N:9])=[N:6][CH:7]=1.[ClH:22]. Product: [ClH:22].[F:1][C:2]1[C:3]([N:10]2[CH:15]3[CH2:16][CH2:17][CH:11]2[CH2:12][CH:13]([C:18]([F:21])([F:19])[F:20])[CH2:14]3)=[CH:4][C:5]([CH2:8][NH2:9])=[N:6][CH:7]=1. The catalyst class is: 43. (2) Reactant: FC(F)(F)C(O)=O.COC1C=C(OC)C=CC=1C[NH:13][C:14]1[CH:19]=[CH:18][C:17]([S:20]([NH:23][C:24]2[S:25][CH:26]=[CH:27][N:28]=2)(=[O:22])=[O:21])=[C:16]([F:29])[CH:15]=1. Product: [NH2:13][C:14]1[CH:19]=[CH:18][C:17]([S:20]([NH:23][C:24]2[S:25][CH:26]=[CH:27][N:28]=2)(=[O:22])=[O:21])=[C:16]([F:29])[CH:15]=1. The catalyst class is: 2. (3) Reactant: C[O:2][CH2:3][CH2:4][CH2:5][CH2:6][C:7]1([CH2:13][C:14]([N:16]([CH3:18])[CH3:17])=[O:15])[CH2:12][CH2:11][CH2:10][CH:9]=[CH:8]1.N[C@H](C(O)=O)CC1C=C2C(C=CC=C2)=CC=1.C1OCCOCCOCCOCCOC1.B(Br)(Br)Br.C([O-])(O)=O.[Na+]. Product: [OH:2][CH2:3][CH2:4][CH2:5][CH2:6][C:7]1([CH2:13][C:14]([N:16]([CH3:17])[CH3:18])=[O:15])[CH2:12][CH2:11][CH2:10][CH:9]=[CH:8]1. The catalyst class is: 2.